From a dataset of Catalyst prediction with 721,799 reactions and 888 catalyst types from USPTO. Predict which catalyst facilitates the given reaction. (1) Reactant: [F:1][C:2]1[CH:7]=[C:6](I)[CH:5]=[CH:4][C:3]=1[N:9]1[CH:14]=[C:13]([O:15][CH3:16])[C:12](=[O:17])[C:11]([C:18]2[N:22]([C:23]3[CH:28]=[CH:27][CH:26]=[CH:25][CH:24]=3)[N:21]=[CH:20][CH:19]=2)=[N:10]1.[Cl:29][C:30]1[CH:31]=[N:32][NH:33][CH:34]=1.C(=NO)C1C(=CC=CC=1)O.C([O-])([O-])=O.[Cs+].[Cs+]. Product: [Cl:29][C:30]1[CH:31]=[N:32][N:33]([C:6]2[CH:5]=[CH:4][C:3]([N:9]3[CH:14]=[C:13]([O:15][CH3:16])[C:12](=[O:17])[C:11]([C:18]4[N:22]([C:23]5[CH:28]=[CH:27][CH:26]=[CH:25][CH:24]=5)[N:21]=[CH:20][CH:19]=4)=[N:10]3)=[C:2]([F:1])[CH:7]=2)[CH:34]=1. The catalyst class is: 144. (2) Reactant: [NH2:1][C:2]1[N:7]=[CH:6][N:5]=[C:4]2[N:8]([CH2:16][C:17]([O:19][C:20]([CH3:23])([CH3:22])[CH3:21])=[O:18])[N:9]=[C:10]([C:11]3[NH:12][CH2:13][CH2:14][N:15]=3)[C:3]=12.CC(OI1(OC(C)=O)(OC(C)=O)OC(=O)C2C=CC=CC1=2)=O.[O-]S([O-])(=S)=O.[Na+].[Na+].[OH-].[Na+]. Product: [C:20]([O:19][C:17](=[O:18])[CH2:16][N:8]1[C:4]2=[N:5][CH:6]=[N:7][C:2]([NH2:1])=[C:3]2[C:10]([C:11]2[NH:15][CH:14]=[CH:13][N:12]=2)=[N:9]1)([CH3:23])([CH3:21])[CH3:22]. The catalyst class is: 16.